Task: Predict which catalyst facilitates the given reaction.. Dataset: Catalyst prediction with 721,799 reactions and 888 catalyst types from USPTO Reactant: [N:1]1[C:5]2[CH:6]=[CH:7][CH:8]=[CH:9][C:4]=2[NH:3][C:2]=1[CH2:10][C:11]#[N:12].[F:13][C:14]1[CH:15]=[C:16]([CH:21]([C:27](=O)[CH3:28])[C:22](OCC)=[O:23])[CH:17]=[C:18]([F:20])[CH:19]=1.C([O-])(=O)C.[NH4+].O. Product: [F:13][C:14]1[CH:15]=[C:16]([CH:21]2[C:22](=[O:23])[N:1]3[C:5]4[CH:6]=[CH:7][CH:8]=[CH:9][C:4]=4[N:3]=[C:2]3[C:10]([C:11]#[N:12])=[C:27]2[CH3:28])[CH:17]=[C:18]([F:20])[CH:19]=1. The catalyst class is: 10.